Predict which catalyst facilitates the given reaction. From a dataset of Catalyst prediction with 721,799 reactions and 888 catalyst types from USPTO. (1) Reactant: N1([CH2:6][CH2:7][S:8]([N:11]2[CH2:16][CH2:15][CH:14]([C:17]3[C:25]4[C:20](=[C:21]([C:31]([NH2:33])=[O:32])[CH:22]=[C:23](C5C=CSC=5)[CH:24]=4)[NH:19][CH:18]=3)[CH2:13][CH2:12]2)(=[O:10])=[O:9])CCCC1.[Cl:34][C:35]1[S:39][C:38](B(O)O)=[CH:37][CH:36]=1.C(=O)([O-])[O-].[K+].[K+].O1[CH2:54][CH2:53]OCC1. Product: [Cl:34][C:35]1[S:39][C:38]([C:23]2[CH:24]=[C:25]3[C:20](=[C:21]([C:31]([NH2:33])=[O:32])[CH:22]=2)[NH:19][CH:18]=[C:17]3[CH:14]2[CH2:13][CH2:12][N:11]([S:8]([CH2:7][CH2:6][CH2:16][N:11]3[CH2:54][CH2:53][CH2:13][CH2:12]3)(=[O:10])=[O:9])[CH2:16][CH2:15]2)=[CH:37][CH:36]=1. The catalyst class is: 257. (2) Reactant: [Cl:1][C:2]1[N:3]=[CH:4][C:5]2[S:10][CH:9]=[C:8]([NH:11][C:12]3[CH:17]=[C:16]([O:18][CH3:19])[C:15]([O:20][CH3:21])=[C:14]([O:22][CH3:23])[CH:13]=3)[C:6]=2[N:7]=1.[H-].[Na+].I[CH3:27]. Product: [Cl:1][C:2]1[N:3]=[CH:4][C:5]2[S:10][CH:9]=[C:8]([N:11]([CH3:27])[C:12]3[CH:17]=[C:16]([O:18][CH3:19])[C:15]([O:20][CH3:21])=[C:14]([O:22][CH3:23])[CH:13]=3)[C:6]=2[N:7]=1. The catalyst class is: 42. (3) Reactant: C[O:2][C:3]([C:5]1[CH:10]=[CH:9][N:8]2[N:11]=[CH:12][CH:13]=[C:7]2[CH:6]=1)=[O:4].[OH-].[K+].O. Product: [N:11]1[N:8]2[CH:9]=[CH:10][C:5]([C:3]([OH:4])=[O:2])=[CH:6][C:7]2=[CH:13][CH:12]=1. The catalyst class is: 92. (4) Reactant: [Cl:1][C:2]1[CH:7]=[CH:6][C:5]([OH:8])=[C:4]([S:9][C:10]2[CH:15]=[CH:14][C:13]([S:16]([CH2:19][CH3:20])(=[O:18])=[O:17])=[CH:12][CH:11]=2)[CH:3]=1.[C:21]([O:25][C:26](=[O:29])[CH2:27]Br)([CH3:24])([CH3:23])[CH3:22].C(=O)([O-])[O-].[K+].[K+]. Product: [Cl:1][C:2]1[CH:7]=[CH:6][C:5]([O:8][CH2:27][C:26]([O:25][C:21]([CH3:24])([CH3:23])[CH3:22])=[O:29])=[C:4]([S:9][C:10]2[CH:11]=[CH:12][C:13]([S:16]([CH2:19][CH3:20])(=[O:17])=[O:18])=[CH:14][CH:15]=2)[CH:3]=1. The catalyst class is: 3. (5) Reactant: [I-].[CH3:2][N+:3](=[CH2:5])[CH3:4].[N+:6]([C:9]1[CH:10]=[N:11][CH:12]=[CH:13][C:14]=1[CH:15]1[CH2:22][C:21]([O:23][Si](C)(C)C)=[CH:20][C:17]2([CH2:19][CH2:18]2)[O:16]1)([O-:8])=[O:7].Cl.[OH-].[Na+]. Product: [CH3:5][N:3]([CH2:4][CH:20]1[C:17]2([CH2:19][CH2:18]2)[O:16][C@@H:15]([C:14]2[CH:13]=[CH:12][N:11]=[CH:10][C:9]=2[N+:6]([O-:8])=[O:7])[CH2:22][C:21]1=[O:23])[CH3:2]. The catalyst class is: 2. (6) Reactant: C([N:8]1[C@@H:13]([CH2:14][O:15][CH2:16][CH3:17])[CH2:12][O:11][C@@H:10]([C:18]([N:20]([CH:41]2[CH2:43][CH2:42]2)[C@@H:21]([C:23]2[C:31]3[C:26](=[N:27][C:28]([CH3:32])=[CH:29][CH:30]=3)[N:25]([CH2:33][CH2:34][CH2:35][NH:36][C:37](=[O:40])[O:38][CH3:39])[N:24]=2)[CH3:22])=[O:19])[CH2:9]1)C1C=CC=CC=1. Product: [CH:41]1([N:20]([C:18]([C@@H:10]2[O:11][CH2:12][C@H:13]([CH2:14][O:15][CH2:16][CH3:17])[NH:8][CH2:9]2)=[O:19])[C@@H:21]([C:23]2[C:31]3[C:26](=[N:27][C:28]([CH3:32])=[CH:29][CH:30]=3)[N:25]([CH2:33][CH2:34][CH2:35][NH:36][C:37](=[O:40])[O:38][CH3:39])[N:24]=2)[CH3:22])[CH2:42][CH2:43]1. The catalyst class is: 105.